This data is from Full USPTO retrosynthesis dataset with 1.9M reactions from patents (1976-2016). The task is: Predict the reactants needed to synthesize the given product. (1) Given the product [Cl:1][C:2]1[CH:3]=[C:4]([C:12]2[O:16][N:15]=[C:14]([C:17]3[C:27]4[O:26][CH2:25][CH2:24][N:23]([C:28]([O:30][C:31]([CH3:32])([CH3:33])[CH3:34])=[O:29])[CH:22]([CH2:35][CH2:36][C:37]([OH:39])=[O:38])[C:21]=4[CH:20]=[CH:19][CH:18]=3)[N:13]=2)[CH:5]=[CH:6][C:7]=1[O:8][CH:9]([CH3:11])[CH3:10], predict the reactants needed to synthesize it. The reactants are: [Cl:1][C:2]1[CH:3]=[C:4]([C:12]2[O:16][N:15]=[C:14]([C:17]3[C:27]4[O:26][CH2:25][CH2:24][N:23]([C:28]([O:30][C:31]([CH3:34])([CH3:33])[CH3:32])=[O:29])[CH:22]([CH2:35][CH2:36][C:37]([O:39]C)=[O:38])[C:21]=4[CH:20]=[CH:19][CH:18]=3)[N:13]=2)[CH:5]=[CH:6][C:7]=1[O:8][CH:9]([CH3:11])[CH3:10].[OH-].[Na+]. (2) The reactants are: [C:1]([C:3]1[C:8]([NH:9][C:10]2[S:14][N:13]=[C:12]([CH3:15])[CH:11]=2)=[CH:7][C:6]([NH:16][CH:17]([CH2:21][C:22]([F:25])([F:24])[F:23])[C:18]([NH2:20])=[O:19])=[C:5]([F:26])[CH:4]=1)#[N:2].[OH-].[Na+].OO.CC(O)=[O:33]. Given the product [NH2:20][C:18](=[O:19])[CH:17]([NH:16][C:6]1[C:5]([F:26])=[CH:4][C:3]([C:1]([NH2:2])=[O:33])=[C:8]([NH:9][C:10]2[S:14][N:13]=[C:12]([CH3:15])[CH:11]=2)[CH:7]=1)[CH2:21][C:22]([F:23])([F:25])[F:24], predict the reactants needed to synthesize it. (3) Given the product [CH3:12][C:13]1[C:18]([CH3:19])=[CH:17][CH:16]=[CH:15][C:14]=1[N:1]1[CH2:2][CH2:3][CH:4]([C:5]([N:25]2[CH2:26][CH2:27][CH:22]([OH:21])[CH2:23][CH2:24]2)=[O:7])[CH2:10][CH2:11]1, predict the reactants needed to synthesize it. The reactants are: [NH:1]1[CH2:11][CH2:10][CH:4]([C:5]([O:7]CC)=O)[CH2:3][CH2:2]1.[CH3:12][C:13]1[C:18]([CH3:19])=[CH:17][CH:16]=[CH:15][C:14]=1Br.[OH:21][CH:22]1[CH2:27][CH2:26][NH:25][CH2:24][CH2:23]1. (4) Given the product [C:15]([O:14][C:12]([N:9]1[CH2:8][CH2:7][C:6]([F:19])([CH2:4][OH:3])[CH2:11][CH2:10]1)=[O:13])([CH3:18])([CH3:16])[CH3:17], predict the reactants needed to synthesize it. The reactants are: C([O:3][C:4]([C:6]1([F:19])[CH2:11][CH2:10][N:9]([C:12]([O:14][C:15]([CH3:18])([CH3:17])[CH3:16])=[O:13])[CH2:8][CH2:7]1)=O)C.[Li+].[BH4-].